Dataset: Full USPTO retrosynthesis dataset with 1.9M reactions from patents (1976-2016). Task: Predict the reactants needed to synthesize the given product. (1) Given the product [Cl:14][CH2:15][C:16]([N:2]([CH2:3][CH2:4][C:5]#[N:6])[CH3:1])=[O:17], predict the reactants needed to synthesize it. The reactants are: [CH3:1][NH:2][CH2:3][CH2:4][C:5]#[N:6].C(N(CC)CC)C.[Cl:14][CH2:15][C:16](Cl)=[O:17]. (2) Given the product [Br:16][C:17]1[CH:22]=[CH:21][C:20]([F:23])=[C:19]([OH:25])[CH:18]=1, predict the reactants needed to synthesize it. The reactants are: CC1(C)CCCC(C)(C)N1.[Li]CCCC.[Br:16][C:17]1[CH:22]=[CH:21][C:20]([F:23])=[CH:19][CH:18]=1.B(OC)(OC)[O:25]C.C(O)(=O)C.OO. (3) Given the product [CH3:11][N:10]([CH3:12])[C:8](=[O:9])[CH2:7][N:5]1[CH:6]=[C:2]([C:18]#[C:17][Si:14]([CH3:16])([CH3:15])[CH3:13])[CH:3]=[N:4]1, predict the reactants needed to synthesize it. The reactants are: I[C:2]1[CH:3]=[N:4][N:5]([CH2:7][C:8]([N:10]([CH3:12])[CH3:11])=[O:9])[CH:6]=1.[CH3:13][Si:14]([C:17]#[CH:18])([CH3:16])[CH3:15].C(NC(C)C)(C)C.C1(P(C2C=CC=CC=2)C2C=CC=CC=2)C=CC=CC=1.